This data is from Catalyst prediction with 721,799 reactions and 888 catalyst types from USPTO. The task is: Predict which catalyst facilitates the given reaction. (1) Reactant: [F:1][C:2]1[CH:7]=[CH:6][C:5]([C:8]2[N:12]([S:13]([C:16]3[CH:21]=[CH:20][CH:19]=[CH:18][CH:17]=3)(=[O:15])=[O:14])[C:11]([CH3:22])=[C:10]([C:23](OCC)=[O:24])[CH:9]=2)=[CH:4][CH:3]=1.C1(C)C=CC=CC=1.[H-].C([Al+]CC(C)C)C(C)C.Cl. Product: [F:1][C:2]1[CH:3]=[CH:4][C:5]([C:8]2[N:12]([S:13]([C:16]3[CH:21]=[CH:20][CH:19]=[CH:18][CH:17]=3)(=[O:15])=[O:14])[C:11]([CH3:22])=[C:10]([CH2:23][OH:24])[CH:9]=2)=[CH:6][CH:7]=1. The catalyst class is: 54. (2) Product: [CH3:13][C:14]1[CH:20]=[C:19]([CH3:21])[CH:18]=[CH:17][C:15]=1[N:16]=[C:1]([C:4]1[CH:9]=[CH:8][CH:7]=[C:6]([C:10](=[N:16][C:15]2[CH:17]=[CH:18][C:19]([CH3:21])=[CH:20][C:14]=2[CH3:13])[CH3:11])[N:5]=1)[CH3:2]. Reactant: [C:1]([C:4]1[CH:9]=[CH:8][CH:7]=[C:6]([C:10](=O)[CH3:11])[N:5]=1)(=O)[CH3:2].[CH3:13][C:14]1[CH:20]=[C:19]([CH3:21])[CH:18]=[CH:17][C:15]=1[NH2:16]. The catalyst class is: 130. (3) Reactant: [C:1]1([Mg]Br)[CH:6]=[CH:5][CH:4]=[CH:3][CH:2]=1.Cl[C:10]1[CH:19]=[CH:18][C:17]2[C:12](=[CH:13][CH:14]=[CH:15][CH:16]=2)[N:11]=1. Product: [C:1]1([C:10]2[CH:19]=[CH:18][C:17]3[C:12](=[CH:13][CH:14]=[CH:15][CH:16]=3)[N:11]=2)[CH:6]=[CH:5][CH:4]=[CH:3][CH:2]=1. The catalyst class is: 1. (4) Reactant: [C:1](Cl)(=[O:4])[CH2:2][CH3:3].C(N(CC)CC)C.[C:13]1([CH3:20])[C:18]([OH:19])=[CH:17][CH:16]=[CH:15][CH:14]=1. Product: [C:1]([O:19][C:18]1[CH:17]=[CH:16][CH:15]=[CH:14][C:13]=1[CH3:20])(=[O:4])[CH2:2][CH3:3]. The catalyst class is: 22. (5) Reactant: CN(C=O)C.[F:6][C:7]1[CH:8]=[C:9]([CH:13]=[C:14]([F:17])[C:15]=1[F:16])[C:10]([OH:12])=[O:11].[CH2:18](Br)[C:19]#[CH:20].C(=O)([O-])[O-].[K+].[K+]. Product: [F:6][C:7]1[CH:8]=[C:9]([CH:13]=[C:14]([F:17])[C:15]=1[F:16])[C:10]([O:12][CH2:20][C:19]#[CH:18])=[O:11]. The catalyst class is: 13. (6) Reactant: [O:1]=[C:2]1[CH2:6][C:5]2([CH2:11][CH2:10][NH:9][CH2:8][CH2:7]2)[CH2:4][N:3]1[C:12]1[CH:19]=[CH:18][C:15]([C:16]#[N:17])=[CH:14][N:13]=1.[CH3:20][C:21]1[C:29]([C@@H:30]2[CH2:32][O:31]2)=[CH:28][CH:27]=[C:26]2[C:22]=1[CH2:23][O:24][C:25]2=[O:33]. Product: [OH:31][C@H:30]([C:29]1[C:21]([CH3:20])=[C:22]2[C:26](=[CH:27][CH:28]=1)[C:25](=[O:33])[O:24][CH2:23]2)[CH2:32][N:9]1[CH2:8][CH2:7][C:5]2([CH2:4][N:3]([C:12]3[CH:19]=[CH:18][C:15]([C:16]#[N:17])=[CH:14][N:13]=3)[C:2](=[O:1])[CH2:6]2)[CH2:11][CH2:10]1. The catalyst class is: 14. (7) Reactant: CS(O)(=O)=O.CS(O)(=O)=O.[NH2:11][C@H:12]1[C:26](=[O:27])[N:25]([CH2:28][C:29]([F:32])([F:31])[F:30])[CH2:24][C:15]2[C:16]3[CH:17]=[N:18][NH:19][C:20]=3[C:21]([Cl:23])=[CH:22][C:14]=2[CH2:13]1.[O:33]=[C:34]1[NH:42][C:37]2=[N:38][CH:39]=[CH:40][CH:41]=[C:36]2[C:35]21[CH2:50][C:49]1[C:44](=[CH:45][CH:46]=[C:47]([C:51](O)=[O:52])[CH:48]=1)[CH2:43]2.C(N(CC)C(C)C)(C)C.C1C=CC2N(O)N=NC=2C=1.C(Cl)CCl. Product: [Cl:23][C:21]1[C:20]2[NH:19][N:18]=[CH:17][C:16]=2[C:15]2[CH2:24][N:25]([CH2:28][C:29]([F:31])([F:30])[F:32])[C:26](=[O:27])[C@H:12]([NH:11][C:51]([C:47]3[CH:48]=[C:49]4[C:44](=[CH:45][CH:46]=3)[CH2:43][C:35]3([C:36]5[C:37](=[N:38][CH:39]=[CH:40][CH:41]=5)[NH:42][C:34]3=[O:33])[CH2:50]4)=[O:52])[CH2:13][C:14]=2[CH:22]=1. The catalyst class is: 3. (8) Reactant: [CH3:1][C:2]1[C:6]([C:7]2[CH:16]=[C:15]3[C:10]([C:11]([NH:20][CH:21]([C:23]4[CH:24]=[N:25][N:26]([CH3:28])[CH:27]=4)[CH3:22])=[C:12]([N+:17]([O-])=O)[CH:13]=[N:14]3)=[CH:9][C:8]=2[O:29][CH3:30])=[C:5]([CH3:31])[O:4][N:3]=1.[H][H]. Product: [CH3:1][C:2]1[C:6]([C:7]2[CH:16]=[C:15]3[C:10]([C:11]([NH:20][CH:21]([C:23]4[CH:24]=[N:25][N:26]([CH3:28])[CH:27]=4)[CH3:22])=[C:12]([NH2:17])[CH:13]=[N:14]3)=[CH:9][C:8]=2[O:29][CH3:30])=[C:5]([CH3:31])[O:4][N:3]=1. The catalyst class is: 25. (9) Reactant: [H-].[Na+].[Cl:3][C:4]1[CH:5]=[C:6]([CH2:11][C:12]#[N:13])[CH:7]=[CH:8][C:9]=1[Cl:10].Cl/[CH:15]=[CH:16]\[CH2:17][CH2:18]Cl.O. Product: [Cl:3][C:4]1[CH:5]=[C:6]([C:11]2([C:12]#[N:13])[CH2:18][CH:17]=[CH:16][CH2:15]2)[CH:7]=[CH:8][C:9]=1[Cl:10]. The catalyst class is: 16. (10) Reactant: [NH2-].[Na+].[CH3:3][C:4]([CH3:9])([CH3:8])[C:5](=[O:7])[CH3:6].[CH3:10][O:11][CH2:12][C:13](OC)=[O:14].O. Product: [CH3:10][O:11][CH2:12][C:13](=[O:14])[CH2:6][C:5](=[O:7])[C:4]([CH3:9])([CH3:8])[CH3:3]. The catalyst class is: 15.